This data is from Forward reaction prediction with 1.9M reactions from USPTO patents (1976-2016). The task is: Predict the product of the given reaction. (1) Given the reactants [I:1][C:2]1[CH:7]=[CH:6][C:5]([C@@H:8]2[CH2:10][C@H:9]2[NH2:11])=[CH:4][CH:3]=1.[CH:12]([CH:14]1[CH2:19][CH2:18][N:17]([C:20]([O:22][C:23]([CH3:26])([CH3:25])[CH3:24])=[O:21])[CH2:16][CH2:15]1)=O.C(O)(=O)C.C([BH3-])#N.[Na+], predict the reaction product. The product is: [I:1][C:2]1[CH:3]=[CH:4][C:5]([C@@H:8]2[CH2:10][C@H:9]2[NH:11][CH2:12][CH:14]2[CH2:19][CH2:18][N:17]([C:20]([O:22][C:23]([CH3:24])([CH3:26])[CH3:25])=[O:21])[CH2:16][CH2:15]2)=[CH:6][CH:7]=1. (2) Given the reactants [N:1]1[CH:2]=[CH:3][N:4]2[CH:9]=[CH:8][C:7]([CH2:10][NH2:11])=[CH:6][C:5]=12.[C:12]([N:14]=[C:15](SC)[S:16][CH3:17])#[N:13].CCN(C(C)C)C(C)C.C(Cl)Cl, predict the reaction product. The product is: [C:12]([N:14]=[C:15]([S:16][CH3:17])[NH:11][CH2:10][C:7]1[CH:8]=[CH:9][N:4]2[CH:3]=[CH:2][N:1]=[C:5]2[CH:6]=1)#[N:13]. (3) Given the reactants [Cl:1][C:2]1[CH:7]=[C:6]([C:8]([CH2:17][N+:18]([O-])=O)([CH2:13][N+:14]([O-])=O)[C:9]([F:12])([F:11])[F:10])[CH:5]=[C:4]([Cl:21])[CH:3]=1.CC(O)=O.C([O-])(O)=O.[Na+].C(OCC)(=O)C, predict the reaction product. The product is: [Cl:1][C:2]1[CH:7]=[C:6]([C:8]2([C:9]([F:12])([F:11])[F:10])[CH2:17][NH:18][N:14]=[CH:13]2)[CH:5]=[C:4]([Cl:21])[CH:3]=1. (4) Given the reactants C[O:2]C(=O)CC1C=CC(O)=CC=1.[H-].[Na+].[CH2:15]([N:22]1[C:30]2[C:25](=[CH:26][CH:27]=[C:28]([N+:31]([O-:33])=[O:32])[CH:29]=2)[C:24]([C:34]([OH:45])([C:41]([F:44])([F:43])[F:42])[CH2:35][NH:36][C:37](=[O:40])[CH2:38]Br)=[CH:23]1)[C:16]1[CH:21]=[CH:20][CH:19]=[CH:18][CH:17]=1.[Cl-].[NH4+], predict the reaction product. The product is: [CH2:15]([N:22]1[C:30]2[C:25](=[CH:26][CH:27]=[C:28]([N+:31]([O-:33])=[O:32])[CH:29]=2)[C:24]([C:34]([OH:45])([C:41]([F:44])([F:43])[F:42])[CH2:35][NH:36][C:37](=[O:40])[CH2:38][OH:2])=[CH:23]1)[C:16]1[CH:21]=[CH:20][CH:19]=[CH:18][CH:17]=1. (5) Given the reactants [F:1][C:2]1[CH:7]=[CH:6][C:5]([C:8](=[O:21])[CH2:9][CH2:10][CH2:11][C:12]2[CH:17]=[CH:16][C:15]([N+:18]([O-])=O)=[CH:14][CH:13]=2)=[CH:4][CH:3]=1.[H][H], predict the reaction product. The product is: [NH2:18][C:15]1[CH:16]=[CH:17][C:12]([CH2:11][CH2:10][CH2:9][C:8]([C:5]2[CH:4]=[CH:3][C:2]([F:1])=[CH:7][CH:6]=2)=[O:21])=[CH:13][CH:14]=1.